This data is from Forward reaction prediction with 1.9M reactions from USPTO patents (1976-2016). The task is: Predict the product of the given reaction. Given the reactants [N:1]1[CH:6]=[CH:5][CH:4]=[C:3]2[CH2:7][NH:8][CH2:9][C:2]=12.CCN(CC)CC.[CH3:17][C:18]([O:21][C:22](O[C:22]([O:21][C:18]([CH3:20])([CH3:19])[CH3:17])=[O:23])=[O:23])([CH3:20])[CH3:19].O, predict the reaction product. The product is: [N:1]1[CH:6]=[CH:5][CH:4]=[C:3]2[CH2:7][N:8]([C:22]([O:21][C:18]([CH3:20])([CH3:19])[CH3:17])=[O:23])[CH2:9][C:2]=12.